This data is from Reaction yield outcomes from USPTO patents with 853,638 reactions. The task is: Predict the reaction yield, written as a fraction of the theoretical maximum amount of product (1.0 means a 100% yield; for example, 0.34 means a 34% yield). (1) The reactants are [CH3:1][O:2][C:3]([C:5]1[C:9]([NH:10][C:11](=[O:41])[C:12]2[CH:17]=[CH:16][CH:15]=[C:14]([CH2:18][N:19]3[C:24](=[O:25])[CH:23]=[CH:22][C:21]([C:26]4[CH:27]=[N:28][N:29]([CH2:31][CH2:32][NH:33]C(OC(C)(C)C)=O)[CH:30]=4)=[N:20]3)[CH:13]=2)=[CH:8][N:7]([CH3:42])[N:6]=1)=[O:4].Cl.O1CCOCC1. The catalyst is CO. The yield is 0.700. The product is [CH3:1][O:2][C:3]([C:5]1[C:9]([NH:10][C:11](=[O:41])[C:12]2[CH:17]=[CH:16][CH:15]=[C:14]([CH2:18][N:19]3[C:24](=[O:25])[CH:23]=[CH:22][C:21]([C:26]4[CH:27]=[N:28][N:29]([CH2:31][CH2:32][NH2:33])[CH:30]=4)=[N:20]3)[CH:13]=2)=[CH:8][N:7]([CH3:42])[N:6]=1)=[O:4]. (2) The reactants are [NH2:1][CH2:2][CH2:3][C:4]([CH3:42])([CH3:41])[CH2:5][CH:6]([NH:29][S:30]([C:33]1[CH:38]=[CH:37][C:36]([O:39][CH3:40])=[CH:35][CH:34]=1)(=[O:32])=[O:31])[C@H:7]([OH:28])[C@@H:8]([NH:16][C:17](=[O:27])[O:18][C@@H:19]1[C@H:26]2[C@H:22]([O:23][CH2:24][CH2:25]2)[O:21][CH2:20]1)[CH2:9][C:10]1[CH:15]=[CH:14][CH:13]=[CH:12][CH:11]=1.NCCC(C)(C)CC(NS(C1C=CC(OC)=CC=1)(=O)=O)[C@H](O)[C@@H:50]([NH:58][C:59](=O)[O:60][C@H]1[C@@H]2[C@@H](OCC2)OC1)CC1C=CC=CC=1.CN=C=O. The catalyst is C1COCC1. The product is [CH2:9]([C@H:8]([NH:16][C:17](=[O:27])[O:18][C@H:19]1[C@@H:26]2[C@@H:22]([O:23][CH2:24][CH2:25]2)[O:21][CH2:20]1)[C@@H:7]([OH:28])[CH:6]([NH:29][S:30]([C:33]1[CH:38]=[CH:37][C:36]([O:39][CH3:40])=[CH:35][CH:34]=1)(=[O:32])=[O:31])[CH2:5][C:4]([CH3:42])([CH3:41])[CH2:3][CH2:2][NH:1][C:59]([NH:58][CH3:50])=[O:60])[C:10]1[CH:15]=[CH:14][CH:13]=[CH:12][CH:11]=1. The yield is 0.590. (3) The catalyst is CO. The yield is 0.840. The reactants are [Br:1][C:2]1[CH:3]=[C:4]2[C:9](=[CH:10][CH:11]=1)[N:8]=[C:7](Cl)N=[C:5]2[C:13]1[CH:18]=[CH:17][CH:16]=[C:15]([Cl:19])[CH:14]=1.[CH3:20][O:21][Na].[CH3:23]O. The product is [Br:1][C:2]1[CH:3]=[C:4]2[C:9](=[CH:10][CH:11]=1)[N:8]=[C:7]([O:21][CH3:20])[CH:23]=[C:5]2[C:13]1[CH:18]=[CH:17][CH:16]=[C:15]([Cl:19])[CH:14]=1. (4) The reactants are [NH2:1][C:2]1[N:3]=[C:4](Cl)[C:5]2[S:10][C:9](=[O:11])[N:8]([C@@H:12]3[O:24][C@H:23]([CH2:25][O:26][C:27](=[O:29])[CH3:28])[C@@H:18]([O:19][C:20](=[O:22])[CH3:21])[C@H:13]3[O:14][C:15](=[O:17])[CH3:16])[C:6]=2[N:7]=1. The catalyst is C(O)(=O)C. The product is [NH2:1][C:2]1[N:3]=[CH:4][C:5]2[S:10][C:9](=[O:11])[N:8]([C@@H:12]3[O:24][C@H:23]([CH2:25][O:26][C:27](=[O:29])[CH3:28])[C@@H:18]([O:19][C:20](=[O:22])[CH3:21])[C@H:13]3[O:14][C:15](=[O:17])[CH3:16])[C:6]=2[N:7]=1. The yield is 0.900. (5) The reactants are C1([Li])C=CC=CC=1.[Br-].[O:9]([CH2:27][C:28]1[C:53]([CH3:54])=[CH:52][C:31]([CH2:32][P+](C2C=CC=CC=2)(C2C=CC=CC=2)C2C=CC=CC=2)=[C:30]([CH3:55])[CH:29]=1)[Si:10]([C:23]([CH3:26])([CH3:25])[CH3:24])([C:17]1[CH:22]=[CH:21][CH:20]=[CH:19][CH:18]=1)[C:11]1[CH:16]=[CH:15][CH:14]=[CH:13][CH:12]=1.[CH2:56]([N:60]([CH2:71][CH2:72][CH2:73][CH3:74])[C:61]1[CH:68]=[CH:67][C:64]([CH:65]=O)=[C:63]([O:69][CH3:70])[CH:62]=1)[CH2:57][CH2:58][CH3:59].O. The catalyst is O1CCCC1.C(OCC)(=O)C. The product is [CH2:56]([N:60]([CH2:71][CH2:72][CH2:73][CH3:74])[C:61]1[CH:68]=[CH:67][C:64]([CH:65]=[CH:32][C:31]2[CH:52]=[C:53]([CH3:54])[C:28]([CH2:27][O:9][Si:10]([C:23]([CH3:25])([CH3:24])[CH3:26])([C:17]3[CH:18]=[CH:19][CH:20]=[CH:21][CH:22]=3)[C:11]3[CH:16]=[CH:15][CH:14]=[CH:13][CH:12]=3)=[CH:29][C:30]=2[CH3:55])=[C:63]([O:69][CH3:70])[CH:62]=1)[CH2:57][CH2:58][CH3:59]. The yield is 0.891. (6) The reactants are [Br:1][C:2]1[CH:3]=[N:4][CH:5]=[CH:6][C:7]=1[O:8][C:9]1[CH:14]=[C:13]([F:15])[CH:12]=[CH:11][C:10]=1[Cl:16].[N+:17]([O-])([OH:19])=[O:18]. The catalyst is S(=O)(=O)(O)O. The product is [Br:1][C:2]1[CH:3]=[N:4][CH:5]=[CH:6][C:7]=1[O:8][C:9]1[CH:14]=[C:13]([F:15])[C:12]([N+:17]([O-:19])=[O:18])=[CH:11][C:10]=1[Cl:16]. The yield is 0.910. (7) The reactants are [H-].[H-].[H-].[H-].[Li+].[Al+3].[Al+3].[Cl-].[Cl-].[Cl-].[C:11]1([C:17]([C:31]2[CH:36]=[CH:35][CH:34]=[CH:33][CH:32]=2)([C:25]2[CH:30]=[CH:29][CH:28]=[CH:27][CH:26]=2)[O:18][CH2:19][C:20](=[CH2:24])[CH2:21]C#N)[CH:16]=[CH:15][CH:14]=[CH:13][CH:12]=1.[OH-:37].[Na+]. The catalyst is CCOCC. The product is [C:31]1([C:17]([C:11]2[CH:12]=[CH:13][CH:14]=[CH:15][CH:16]=2)([C:25]2[CH:26]=[CH:27][CH:28]=[CH:29][CH:30]=2)[O:18][CH2:19][C:20](=[CH2:24])[CH2:21][OH:37])[CH:36]=[CH:35][CH:34]=[CH:33][CH:32]=1. The yield is 0.650.